Dataset: TCR-epitope binding with 47,182 pairs between 192 epitopes and 23,139 TCRs. Task: Binary Classification. Given a T-cell receptor sequence (or CDR3 region) and an epitope sequence, predict whether binding occurs between them. (1) The epitope is VTEHDTLLY. The TCR CDR3 sequence is CASSLPSGRAYEQYF. Result: 1 (the TCR binds to the epitope). (2) The epitope is EEHVQIHTI. The TCR CDR3 sequence is CGVGSNEQFF. Result: 1 (the TCR binds to the epitope). (3) The epitope is FVDGVPFVV. The TCR CDR3 sequence is CSARPTGAPLSYEQYF. Result: 0 (the TCR does not bind to the epitope). (4) The epitope is RLRAEAQVK. The TCR CDR3 sequence is CASSAGTEFDSNQPQHF. Result: 1 (the TCR binds to the epitope). (5) The epitope is LEPLVDLPI. The TCR CDR3 sequence is CASSQTPGGYSNQPQHF. Result: 1 (the TCR binds to the epitope). (6) The epitope is KAYNVTQAF. The TCR CDR3 sequence is CASTRSTNTEAFF. Result: 0 (the TCR does not bind to the epitope). (7) The epitope is RTLNAWVKV. The TCR CDR3 sequence is CASSPQSGKYNEQFF. Result: 0 (the TCR does not bind to the epitope).